Dataset: Blood-brain barrier permeability classification from the B3DB database. Task: Regression/Classification. Given a drug SMILES string, predict its absorption, distribution, metabolism, or excretion properties. Task type varies by dataset: regression for continuous measurements (e.g., permeability, clearance, half-life) or binary classification for categorical outcomes (e.g., BBB penetration, CYP inhibition). Dataset: b3db_classification. (1) The drug is COC1C(O)C(N)C(OC2OC(C(C)N)CCC2N)C(O)C1N(C)C(=O)CN. The result is 0 (does not penetrate BBB). (2) The compound is CC1(C)O[C@H]2CO[C@@]3(COS(N)(=O)=O)OC(C)(C)O[C@H]3[C@H]2O1. The result is 1 (penetrates BBB).